Dataset: Peptide-MHC class I binding affinity with 185,985 pairs from IEDB/IMGT. Task: Regression. Given a peptide amino acid sequence and an MHC pseudo amino acid sequence, predict their binding affinity value. This is MHC class I binding data. (1) The peptide sequence is AQIYPGIKTK. The MHC is Mamu-B8301 with pseudo-sequence Mamu-B8301. The binding affinity (normalized) is 0.271. (2) The peptide sequence is KEHVIQNAF. The binding affinity (normalized) is 0.308. The MHC is HLA-A30:02 with pseudo-sequence HLA-A30:02.